This data is from Full USPTO retrosynthesis dataset with 1.9M reactions from patents (1976-2016). The task is: Predict the reactants needed to synthesize the given product. (1) Given the product [CH3:47][O:48][CH2:49][CH2:50][NH:51][C:20]([C:7]1[C:8]2[CH2:9][CH2:10][CH:11]([C:14]3[CH:19]=[CH:18][CH:17]=[CH:16][CH:15]=3)[CH2:12][C:13]=2[C:4]2=[N:3][C:2]([CH3:1])=[C:23]([CH3:24])[N:5]2[CH:6]=1)=[O:22], predict the reactants needed to synthesize it. The reactants are: [CH3:1][C:2]1[N:3]=[C:4]2[C:13]3[CH2:12][CH:11]([C:14]4[CH:19]=[CH:18][CH:17]=[CH:16][CH:15]=4)[CH2:10][CH2:9][C:8]=3[C:7]([C:20]([OH:22])=O)=[CH:6][N:5]2[C:23]=1[CH3:24].CN(C(ON1N=NC2C=CC=CC1=2)=[N+](C)C)C.[B-](F)(F)(F)F.[CH3:47][O:48][CH2:49][CH2:50][NH2:51].[Cl-].[NH4+]. (2) Given the product [ClH:65].[ClH:65].[NH:8]1[CH2:13][CH2:12][CH:11]([O:14][C:15]2[CH:20]=[CH:19][C:18]([N:21]([CH2:34][C:35]3[N:39]([CH2:40][C:41](=[O:49])[NH:42][CH:43]4[CH2:48][CH2:47][CH2:46][CH2:45][CH2:44]4)[C:38]4[CH:50]=[CH:51][C:52]([C:54]([NH2:56])=[NH:55])=[CH:53][C:37]=4[N:36]=3)[C:22](=[O:33])[C:23]3[CH:24]=[CH:25][C:26]([C:29]([O:31][CH3:32])=[O:30])=[CH:27][CH:28]=3)=[CH:17][CH:16]=2)[CH2:10][CH2:9]1, predict the reactants needed to synthesize it. The reactants are: C(OC([N:8]1[CH2:13][CH2:12][CH:11]([O:14][C:15]2[CH:20]=[CH:19][C:18]([N:21]([CH2:34][C:35]3[N:39]([CH2:40][C:41](=[O:49])[NH:42][CH:43]4[CH2:48][CH2:47][CH2:46][CH2:45][CH2:44]4)[C:38]4[CH:50]=[CH:51][C:52]([C:54]([NH2:56])=[NH:55])=[CH:53][C:37]=4[N:36]=3)[C:22](=[O:33])[C:23]3[CH:28]=[CH:27][C:26]([C:29]([O:31][CH3:32])=[O:30])=[CH:25][CH:24]=3)=[CH:17][CH:16]=2)[CH2:10][CH2:9]1)=O)(C)(C)C.FC(F)(F)C(O)=O.C(Cl)(Cl)[Cl:65]. (3) Given the product [F:22][C@H:20]1[CH2:21][N:17]([C:15](=[O:16])[C@@H:14]([NH:13][C@@H:8]([C:4]2[CH:3]=[C:2]([C:33]3[CH:34]=[CH:35][CH:36]=[CH:37][C:32]=3[F:31])[CH:7]=[CH:6][CH:5]=2)[C:9]([F:12])([F:11])[F:10])[CH2:27][CH:28]([CH3:30])[CH3:29])[C@@H:18]2[C@@H:25]([OH:26])[CH2:24][O:23][C@H:19]12, predict the reactants needed to synthesize it. The reactants are: Br[C:2]1[CH:3]=[C:4]([C@H:8]([NH:13][C@@H:14]([CH2:27][CH:28]([CH3:30])[CH3:29])[C:15]([N:17]2[CH2:21][C@H:20]([F:22])[C@H:19]3[O:23][CH2:24][C@H:25]([OH:26])[C@@H:18]23)=[O:16])[C:9]([F:12])([F:11])[F:10])[CH:5]=[CH:6][CH:7]=1.[F:31][C:32]1[CH:37]=[CH:36][CH:35]=[CH:34][C:33]=1B(O)O.